From a dataset of Experimentally validated miRNA-target interactions with 360,000+ pairs, plus equal number of negative samples. Binary Classification. Given a miRNA mature sequence and a target amino acid sequence, predict their likelihood of interaction. (1) The miRNA is dme-miR-1-3p with sequence UGGAAUGUAAAGAAGUAUGGAG. The protein sequence of the target gene is MVLPPPDRRHVCLTTLVIMGSMAVMDAYLVEQNQGPRKIGVCIIVLVGDVCFLLVLRYVAVWVGAEVRTAKRGYAMILWFLYIFVLEIKLYFIFQNYKAARRGAADPVARKALTLLLSVCVPGLFLLLVALDRMEYVRTFRKREDLRGRLFWVALDLLDLLDMQASLWEPPRSGLPLWAEGLTFFYCYMLLLVLPCVALSEVSMQGEHIAPQKMMLYPVLSLATVNVVAVLARAANMALFRDSRVSAIFVGKNVVALATKACTFLEYRRQVRDFPPPALSLELQPPPPQRNSVPPPPPPL.... Result: 0 (no interaction). (2) The miRNA is hsa-miR-4725-3p with sequence UGGGGAAGGCGUCAGUGUCGGG. The protein sequence of the target gene is MAPKRVVQLSLKMPTHAVCVVGVEAHVDIHSDVPKGANSFRVSGSSGVEVFMVYNRTRVKEPIGKARWPLDTDADMVVSVGTASKELKDFKVRVSYFGEQEDQALGRSVLYLTGVDISLEVDTGRTGKVKRSQGDKKTWRWGPEGYGAILLVNCDRDNHRSAEPDLTHSWLMSLADLQDMSPMLLSCNGPDKLFDSHKLVLNVPFSDSKRVRVFCARGGNSLSDYKQVLGPQCLSYEVERQPGEQEIKFYVEGLTFPDADFLGLVSLSVSLVDPGTLPEVTLFTDTVGFRMAPWIMTPNT.... Result: 1 (interaction). (3) The miRNA is mmu-miR-466l-3p with sequence UAUAAAUACAUGCACACAUAUU. The protein sequence of the target gene is MASLRLFLLCLAGLVFVSEAGPAGAGESKCPLMVKVLDAVRGSPAVDVAVKVFKKTSEGSWEPFASGKTAESGELHGLTTDEKFVEGVYRVELDTKSYWKTLGISPFHEFADVVFTANDSGHRHYTIAALLSPYSYSTTAVVSNPQN. Result: 0 (no interaction). (4) The miRNA is hsa-miR-548am-3p with sequence CAAAAACUGCAGUUACUUUUGU. The protein sequence of the target gene is MSAAGLLAPAPAQAGAPPAPEYYPEEDEELESAEDDERSCRGRESDEDTEDASETDLAKHDEEDYVEMKEQMYQDKLASLKRQLQQLQEGTLQEYQKRMKKLDQQYKERIRNAELFLQLETEQVERNYIKEKKAAVKEFEDKKVELKENLIAELEEKKKMIENEKLTMELTGDSMEVKPIMTRKLRRRPNDPVPIPDKRRKPAPAQLNYLLTDEQIMEDLRTLNKLKSPKRPASPSSPEHLPATPAESPAQRFEARIEDGKLYYDKRWYHKSQAIYLESKDNQKLSCVISSVGANEIWVR.... Result: 0 (no interaction). (5) The miRNA is cel-miR-60-3p with sequence UAUUAUGCACAUUUUCUAGUUCA. The protein sequence of the target gene is MSSVSSDIDGPPETKRFRIDVDTQVGIDTPSVSTNCAPPVAGEASQDGQSPAAPSSASYRSSNSSVISSSESPIKDEDVDVHDGQDDTEDIAMDVSGSTGSIVNNSEIFEMLNKTFGGVFNCDLEGIMRPSALMHPSSPPTPIQSAGIPGALAVAQSPAAQLFSGDDWSWHRNPAASIRSGGTNKQTPVWKYFVYNKTENLSRCIVGDCTYMLKGPHTSTLACHLKKHTREYSEFQKLKTEYSRTKLDQQPKIPDGAPHPLTLQTQNTPRQTGSPASTCNTNSNTSSSVSSGSGIGSGSG.... Result: 1 (interaction).